This data is from Full USPTO retrosynthesis dataset with 1.9M reactions from patents (1976-2016). The task is: Predict the reactants needed to synthesize the given product. Given the product [CH3:6][CH:5]([OH:7])[CH:4]([OH:3])[CH3:8].[OH:14][CH:10]([CH3:9])[C:11](=[O:13])[CH3:12], predict the reactants needed to synthesize it. The reactants are: O=O.[OH:3][CH:4]([CH3:8])[C:5](=[O:7])[CH3:6].[CH3:9][C@@H:10]([OH:14])[C@@H:11]([OH:13])[CH3:12].CC(O)C(O)C.